This data is from Forward reaction prediction with 1.9M reactions from USPTO patents (1976-2016). The task is: Predict the product of the given reaction. (1) Given the reactants [CH:1]1([CH2:7][N:8]([CH2:29][CH2:30][CH2:31][CH2:32][CH2:33][CH2:34][CH3:35])[C:9](=[O:28])[CH2:10][O:11][C:12]2[CH:17]=[CH:16][C:15]([CH2:18][C@H:19]([O:25][CH2:26][CH3:27])[C:20]([O:22]CC)=[O:21])=[CH:14][CH:13]=2)[CH2:6][CH2:5][CH2:4][CH2:3][CH2:2]1.O.[OH-].[Li+], predict the reaction product. The product is: [CH:1]1([CH2:7][N:8]([CH2:29][CH2:30][CH2:31][CH2:32][CH2:33][CH2:34][CH3:35])[C:9](=[O:28])[CH2:10][O:11][C:12]2[CH:17]=[CH:16][C:15]([CH2:18][C@H:19]([O:25][CH2:26][CH3:27])[C:20]([OH:22])=[O:21])=[CH:14][CH:13]=2)[CH2:2][CH2:3][CH2:4][CH2:5][CH2:6]1. (2) Given the reactants Br[C:2]1[CH:7]=[CH:6][C:5]([C:8]2[C:9]3[C:14](C(C4C=CC=CC=4)=[C:16]4[C:21]=2[CH:20]=[CH:19][CH:18]=[CH:17]4)=[CH:13][CH:12]=[CH:11][CH:10]=3)=[CH:4][CH:3]=1.[CH:28]1[C:44]2[C:36]3[C:37]4[CH:43]=[CH:42][CH:41]=[CH:40][C:38]=4[O:39][C:35]=3[C:34](B(O)O)=[CH:33][C:32]=2[CH:31]=[CH:30][CH:29]=1.[C:48]1([CH3:54])[CH:53]=[CH:52][CH:51]=[CH:50][CH:49]=1.C(=O)([O-])[O-].[Na+].[Na+], predict the reaction product. The product is: [C:48]1([C:54]2[C:16]3[C:21](=[CH:20][CH:19]=[CH:18][CH:17]=3)[C:8]([C:9]3[CH:14]=[CH:13][C:12]([C:34]4[C:35]5[O:39][C:38]6[CH:40]=[CH:41][CH:42]=[CH:43][C:37]=6[C:36]=5[C:44]5[CH:28]=[CH:29][CH:30]=[CH:31][C:32]=5[CH:33]=4)=[CH:11][CH:10]=3)=[C:5]3[C:6]=2[CH:7]=[CH:2][CH:3]=[CH:4]3)[CH:53]=[CH:52][CH:51]=[CH:50][CH:49]=1.